This data is from Full USPTO retrosynthesis dataset with 1.9M reactions from patents (1976-2016). The task is: Predict the reactants needed to synthesize the given product. Given the product [F:8][C:6]1[CH:5]=[CH:4][C:3]([O:9][CH2:10][CH2:11][O:12][CH3:13])=[C:2]([B:14]2[O:18][C:17]([CH3:20])([CH3:19])[C:16]([CH3:22])([CH3:21])[O:15]2)[CH:7]=1, predict the reactants needed to synthesize it. The reactants are: Br[C:2]1[CH:7]=[C:6]([F:8])[CH:5]=[CH:4][C:3]=1[O:9][CH2:10][CH2:11][O:12][CH3:13].[B:14]1([B:14]2[O:18][C:17]([CH3:20])([CH3:19])[C:16]([CH3:22])([CH3:21])[O:15]2)[O:18][C:17]([CH3:20])([CH3:19])[C:16]([CH3:22])([CH3:21])[O:15]1.C([O-])(=O)C.[K+].